From a dataset of Catalyst prediction with 721,799 reactions and 888 catalyst types from USPTO. Predict which catalyst facilitates the given reaction. (1) Reactant: [N:1]1([C:7]2[CH:8]=[C:9]([C:13]3[CH:14]=[C:15]4[C:25]5[C:20](=[CH:21][N:22]=[C:23]([C:26]6[CH:27]=[N:28][CH:29]=[CH:30][CH:31]=6)[CH:24]=5)[NH:19][C:16]4=[N:17][CH:18]=3)[CH:10]=[CH:11][CH:12]=2)[CH2:6][CH2:5][NH:4][CH2:3][CH2:2]1.C(N(CC)C(C)C)(C)C.[C:41](Cl)(=[O:43])[CH3:42].CO. Product: [N:28]1[CH:29]=[CH:30][CH:31]=[C:26]([C:23]2[CH:24]=[C:25]3[C:15]4[C:16](=[N:17][CH:18]=[C:13]([C:9]5[CH:8]=[C:7]([N:1]6[CH2:2][CH2:3][N:4]([C:41](=[O:43])[CH3:42])[CH2:5][CH2:6]6)[CH:12]=[CH:11][CH:10]=5)[CH:14]=4)[NH:19][C:20]3=[CH:21][N:22]=2)[CH:27]=1. The catalyst class is: 4. (2) Reactant: [Br:1][C:2]1[C:13]([CH3:14])=[CH:12][C:5]([O:6][CH:7]2[CH2:10][C:9](=[O:11])[CH2:8]2)=[CH:4][C:3]=1[CH3:15].[BH4-].[Na+].Cl. Product: [Br:1][C:2]1[C:13]([CH3:14])=[CH:12][C:5]([O:6][C@@H:7]2[CH2:10][C@H:9]([OH:11])[CH2:8]2)=[CH:4][C:3]=1[CH3:15]. The catalyst class is: 5.